This data is from Merck oncology drug combination screen with 23,052 pairs across 39 cell lines. The task is: Regression. Given two drug SMILES strings and cell line genomic features, predict the synergy score measuring deviation from expected non-interaction effect. (1) Drug 1: CN1C(=O)C=CC2(C)C3CCC4(C)C(NC(=O)OCC(F)(F)F)CCC4C3CCC12. Drug 2: COC1=C2CC(C)CC(OC)C(O)C(C)C=C(C)C(OC(N)=O)C(OC)C=CC=C(C)C(=O)NC(=CC1=O)C2=O. Cell line: A2780. Synergy scores: synergy=11.6. (2) Drug 1: COC1=C2CC(C)CC(OC)C(O)C(C)C=C(C)C(OC(N)=O)C(OC)C=CC=C(C)C(=O)NC(=CC1=O)C2=O. Drug 2: NC1CCCCC1N.O=C(O)C(=O)O.[Pt+2]. Cell line: SW837. Synergy scores: synergy=-5.95.